This data is from Reaction yield outcomes from USPTO patents with 853,638 reactions. The task is: Predict the reaction yield, written as a fraction of the theoretical maximum amount of product (1.0 means a 100% yield; for example, 0.34 means a 34% yield). The reactants are [CH2:1]([NH2:6])[CH2:2][CH2:3][CH2:4][CH3:5].C([O:9][C:10]([C:12]1[N:13]=[C:14]2[CH:19]=[CH:18][C:17]([N:20]3[CH2:25][CH2:24][N:23]([C:26](=[O:37])[C:27]4[CH:32]=[CH:31][CH:30]=[CH:29][C:28]=4[C:33]([F:36])([F:35])[F:34])[CH2:22][CH2:21]3)=[N:16][N:15]2[CH:38]=1)=O)C. No catalyst specified. The product is [CH2:1]([NH:6][C:10]([C:12]1[N:13]=[C:14]2[CH:19]=[CH:18][C:17]([N:20]3[CH2:21][CH2:22][N:23]([C:26](=[O:37])[C:27]4[CH:32]=[CH:31][CH:30]=[CH:29][C:28]=4[C:33]([F:34])([F:36])[F:35])[CH2:24][CH2:25]3)=[N:16][N:15]2[CH:38]=1)=[O:9])[CH2:2][CH2:3][CH2:4][CH3:5]. The yield is 0.560.